Dataset: Reaction yield outcomes from USPTO patents with 853,638 reactions. Task: Predict the reaction yield, written as a fraction of the theoretical maximum amount of product (1.0 means a 100% yield; for example, 0.34 means a 34% yield). The reactants are C([O:8][C:9]1[CH:18]=[C:17]2[C:12]([C:13]([Cl:19])=[CH:14][CH:15]=[N:16]2)=[CH:11][CH:10]=1)C1C=CC=CC=1.C(=O)([O-])O.[Na+]. The catalyst is C(O)(C(F)(F)F)=O. The product is [Cl:19][C:13]1[C:12]2[C:17](=[CH:18][C:9]([OH:8])=[CH:10][CH:11]=2)[N:16]=[CH:15][CH:14]=1. The yield is 0.980.